Dataset: Reaction yield outcomes from USPTO patents with 853,638 reactions. Task: Predict the reaction yield, written as a fraction of the theoretical maximum amount of product (1.0 means a 100% yield; for example, 0.34 means a 34% yield). The reactants are [CH3:1][O:2][C:3]([C:5]1[CH:10]=[C:9](Cl)[N:8]=[C:7]([C:12]([O:14][CH2:15][CH3:16])=[O:13])[CH:6]=1)=[O:4].C1(P(C2C=CC=CC=2)C2C=CC3C(=CC=CC=3)C=2C2C3C(=CC=CC=3)C=CC=2P(C2C=CC=CC=2)C2C=CC=CC=2)C=CC=CC=1.C(=O)([O-])[O-].[Cs+].[Cs+].[CH:69]1([NH2:73])[CH2:72][CH2:71][CH2:70]1. The catalyst is C([O-])(=O)C.[Pd+2].C([O-])(=O)C.C1(C)C=CC=CC=1. The product is [CH3:1][O:2][C:3]([C:5]1[CH:10]=[C:9]([NH:73][CH:69]2[CH2:72][CH2:71][CH2:70]2)[N:8]=[C:7]([C:12]([O:14][CH2:15][CH3:16])=[O:13])[CH:6]=1)=[O:4]. The yield is 0.390.